The task is: Predict the product of the given reaction.. This data is from Forward reaction prediction with 1.9M reactions from USPTO patents (1976-2016). (1) The product is: [F:1][C:2]1[C:7]([F:8])=[CH:6][C:5]([F:9])=[C:4]([F:10])[CH:3]=1. Given the reactants [F:1][C:2]1[C:7]([F:8])=[CH:6][C:5]([F:9])=[C:4]([F:10])[C:3]=1O.C(=O)([O-])[O-].[Cs+].[Cs+].BrC(F)(F)C(F)(F)Br.CS(C)=O, predict the reaction product. (2) Given the reactants [F:1][C:2]([F:16])([F:15])[C:3]1[CH:4]=[C:5]([CH:8]=[C:9]([C:11]([F:14])([F:13])[F:12])[CH:10]=1)[CH2:6][NH2:7].[CH:17]([O:20][C:21]([N:23]1[C:29]2[C:30]3[CH2:31][CH2:32][CH2:33][C:34]=3[CH:35]=[CH:36][C:28]=2[C:27](=O)[CH2:26][CH2:25][CH2:24]1)=[O:22])([CH3:19])[CH3:18].[BH4-].[Na+].[OH-].[Na+], predict the reaction product. The product is: [CH:17]([O:20][C:21]([N:23]1[C:29]2[C:30]3[CH2:31][CH2:32][CH2:33][C:34]=3[CH:35]=[CH:36][C:28]=2[CH:27]([NH:7][CH2:6][C:5]2[CH:4]=[C:3]([C:2]([F:15])([F:16])[F:1])[CH:10]=[C:9]([C:11]([F:14])([F:12])[F:13])[CH:8]=2)[CH2:26][CH2:25][CH2:24]1)=[O:22])([CH3:19])[CH3:18]. (3) Given the reactants [C:1]1([C:7](=O)[CH2:8][C:9]2[CH:14]=[CH:13][CH:12]=[CH:11][CH:10]=2)[CH:6]=[CH:5][CH:4]=[CH:3][CH:2]=1.[N:16]1[NH:17][N:18]=[N:19][C:20]=1[C:21]1[CH:28]=[CH:27][C:24]([CH:25]=O)=[CH:23][CH:22]=1.[NH2:29][C:30]([NH2:32])=[O:31].Cl, predict the reaction product. The product is: [N:16]1[NH:17][N:18]=[N:19][C:20]=1[C:21]1[CH:28]=[CH:27][C:24]([CH:25]2[C:8]([C:9]3[CH:14]=[CH:13][CH:12]=[CH:11][CH:10]=3)=[C:7]([C:1]3[CH:6]=[CH:5][CH:4]=[CH:3][CH:2]=3)[NH:32][C:30](=[O:31])[NH:29]2)=[CH:23][CH:22]=1.